Dataset: Forward reaction prediction with 1.9M reactions from USPTO patents (1976-2016). Task: Predict the product of the given reaction. (1) Given the reactants [C:1]([C:4]1[CH:9]=[CH:8][C:7]([S:10][C:11]2[CH:16]=[CH:15][C:14]([C:17](=[O:19])[CH3:18])=[CH:13][CH:12]=2)=[CH:6][CH:5]=1)(=[O:3])[CH3:2].C(O)(=[O:22])C.ClC(Cl)C.OO, predict the reaction product. The product is: [C:1]([C:4]1[CH:5]=[CH:6][C:7]([S:10]([C:11]2[CH:16]=[CH:15][C:14]([C:17](=[O:19])[CH3:18])=[CH:13][CH:12]=2)=[O:22])=[CH:8][CH:9]=1)(=[O:3])[CH3:2]. (2) Given the reactants [C:1]([C:3]1[CH:4]=[C:5]2[C:10](=[CH:11][C:12]=1[O:13][C:14]1[CH:22]=[CH:21][C:17]([C:18]([OH:20])=O)=[CH:16][CH:15]=1)[O:9][CH2:8][CH2:7][CH:6]2[C:23]([O:25][CH3:26])=[O:24])#[N:2].Cl.CN(C)CCCN=C=NCC.O.ON1C2C=CC=CC=2N=N1.Cl.Cl.[F:52][C:53]([F:64])([F:63])[C:54]1[CH:55]=[CH:56][C:57]([CH2:60][CH2:61][NH2:62])=[N:58][CH:59]=1.C(N(CC)CC)C, predict the reaction product. The product is: [C:1]([C:3]1[CH:4]=[C:5]2[C:10](=[CH:11][C:12]=1[O:13][C:14]1[CH:15]=[CH:16][C:17]([C:18](=[O:20])[NH:62][CH2:61][CH2:60][C:57]3[CH:56]=[CH:55][C:54]([C:53]([F:64])([F:52])[F:63])=[CH:59][N:58]=3)=[CH:21][CH:22]=1)[O:9][CH2:8][CH2:7][CH:6]2[C:23]([O:25][CH3:26])=[O:24])#[N:2].